Dataset: Peptide-MHC class II binding affinity with 134,281 pairs from IEDB. Task: Regression. Given a peptide amino acid sequence and an MHC pseudo amino acid sequence, predict their binding affinity value. This is MHC class II binding data. (1) The peptide sequence is DVKFPDGGQIVGGVY. The MHC is HLA-DQA10501-DQB10301 with pseudo-sequence HLA-DQA10501-DQB10301. The binding affinity (normalized) is 0.593. (2) The peptide sequence is SARYDVALSEQGEFK. The MHC is HLA-DQA10601-DQB10402 with pseudo-sequence HLA-DQA10601-DQB10402. The binding affinity (normalized) is 0.